From a dataset of Full USPTO retrosynthesis dataset with 1.9M reactions from patents (1976-2016). Predict the reactants needed to synthesize the given product. (1) The reactants are: [O:1]1[C:5]([C:6]([OH:8])=O)=[CH:4][N:3]=[CH:2]1.CCN(C(C)C)C(C)C.CN(C(ON1N=NC2C=CC=NC1=2)=[N+](C)C)C.F[P-](F)(F)(F)(F)F.[NH2:42][C:43]1[CH:48]=[CH:47][C:46]([C:49]2[S:53][C:52]([C:54]([O:56][CH3:57])=[O:55])=[C:51]([N:58]([C:62]([C@H:64]3[CH2:69][CH2:68][C@H:67]([CH3:70])[CH2:66][CH2:65]3)=[O:63])[CH:59]([CH3:61])[CH3:60])[CH:50]=2)=[CH:45][CH:44]=1. Given the product [CH3:70][C@H:67]1[CH2:68][CH2:69][C@H:64]([C:62]([N:58]([CH:59]([CH3:61])[CH3:60])[C:51]2[CH:50]=[C:49]([C:46]3[CH:47]=[CH:48][C:43]([NH:42][C:6]([C:5]4[O:1][CH:2]=[N:3][CH:4]=4)=[O:8])=[CH:44][CH:45]=3)[S:53][C:52]=2[C:54]([O:56][CH3:57])=[O:55])=[O:63])[CH2:65][CH2:66]1, predict the reactants needed to synthesize it. (2) Given the product [OH:56][C:26]1[CH:25]=[C:24]([C:23]2[C:18]([O:17][CH3:16])=[N:19][CH:20]=[CH:21][CH:22]=2)[CH:48]=[CH:47][C:27]=1[CH:49]=[O:50], predict the reactants needed to synthesize it. The reactants are: NC1C=C(N2CCN(C)CC2)C=CC=1N.[CH3:16][O:17][C:18]1[C:23]([C:24]2[CH:48]=[CH:47][C:27]3NC(C4NC5C=CC(N6CCN(C)CC6)=CC=5N=4)=N[C:26]=3[CH:25]=2)=[CH:22][CH:21]=[CH:20][N:19]=1.[C:49](=O)([O-])[O-:50].[Na+].[Na+].C[O:56]CCOC. (3) Given the product [CH2:28]([O:35][C:36]1[CH:44]=[CH:43][C:39]([C:40]([O:10][C@H:9]([C:11]2[CH:16]=[CH:15][C:14]([O:17][CH:18]([F:20])[F:19])=[C:13]([O:21][CH2:22][CH:23]3[CH2:25][CH2:24]3)[CH:12]=2)[CH2:8][C:7]2[C:6]([Cl:26])=[CH:5][N+:4]([O-:27])=[CH:3][C:2]=2[Cl:1])=[O:41])=[CH:38][C:37]=1[N:45]([CH2:50][CH2:51][N:52]1[CH2:57][CH2:56][O:55][CH2:54][CH2:53]1)[S:46]([CH3:49])(=[O:48])=[O:47])[C:29]1[CH:30]=[CH:31][CH:32]=[CH:33][CH:34]=1, predict the reactants needed to synthesize it. The reactants are: [Cl:1][C:2]1[CH:3]=[N+:4]([O-:27])[CH:5]=[C:6]([Cl:26])[C:7]=1[CH2:8][C@@H:9]([C:11]1[CH:16]=[CH:15][C:14]([O:17][CH:18]([F:20])[F:19])=[C:13]([O:21][CH2:22][CH:23]2[CH2:25][CH2:24]2)[CH:12]=1)[OH:10].[CH2:28]([O:35][C:36]1[CH:44]=[CH:43][C:39]([C:40](O)=[O:41])=[CH:38][C:37]=1[N:45]([CH2:50][CH2:51][N:52]1[CH2:57][CH2:56][O:55][CH2:54][CH2:53]1)[S:46]([CH3:49])(=[O:48])=[O:47])[C:29]1[CH:34]=[CH:33][CH:32]=[CH:31][CH:30]=1.C(Cl)CCl.